Dataset: Full USPTO retrosynthesis dataset with 1.9M reactions from patents (1976-2016). Task: Predict the reactants needed to synthesize the given product. (1) Given the product [O:1]=[CH:5][CH2:4][C:7]1([C:20]([O:22][CH3:23])=[O:21])[CH2:12][CH2:11][N:10]([C:13]([O:15][C:16]([CH3:19])([CH3:18])[CH3:17])=[O:14])[CH2:9][CH2:8]1, predict the reactants needed to synthesize it. The reactants are: [O:1]=[O+][O-].[CH2:4]([C:7]1([C:20]([O:22][CH3:23])=[O:21])[CH2:12][CH2:11][N:10]([C:13]([O:15][C:16]([CH3:19])([CH3:18])[CH3:17])=[O:14])[CH2:9][CH2:8]1)[CH:5]=C.ClCCl.CSC. (2) Given the product [ClH:29].[NH2:21][C@@H:17]([CH2:16][C:10]1[CH:11]=[C:12]([I:15])[CH:13]=[CH:14][C:9]=1[O:8][CH2:1][C:2]1[CH:7]=[CH:6][CH:5]=[CH:4][CH:3]=1)[C:18]([OH:20])=[O:19], predict the reactants needed to synthesize it. The reactants are: [CH2:1]([O:8][C:9]1[CH:14]=[CH:13][C:12]([I:15])=[CH:11][C:10]=1[CH2:16][C@H:17]([NH:21]C(OC(C)(C)C)=O)[C:18]([OH:20])=[O:19])[C:2]1[CH:7]=[CH:6][CH:5]=[CH:4][CH:3]=1.[ClH:29]. (3) Given the product [C:18]([NH:17][C:15]([C:11]1[N:12]=[N:13][S:14][C:10]=1[NH:9][C:3]1[CH:4]=[CH:5][CH:6]=[CH:7][CH:8]=1)=[O:16])(=[O:20])[CH3:19], predict the reactants needed to synthesize it. The reactants are: [H-].[Na+].[C:3]1([NH:9][C:10]2[S:14][N:13]=[N:12][C:11]=2[C:15]([NH2:17])=[O:16])[CH:8]=[CH:7][CH:6]=[CH:5][CH:4]=1.[C:18](Cl)(=[O:20])[CH3:19]. (4) Given the product [Cl:1][C:2]1[CH:7]=[CH:6][C:5]([O:8][C:9]2[CH:10]=[CH:11][C:12]([CH2:15][CH2:16][NH:17][C:47]3[NH:48][CH:49]=[C:50]([CH2:54][C:55]4[CH:60]=[N:59][CH:58]=[N:57][CH:56]=4)[C:51](=[O:53])[N:52]=3)=[CH:13][CH:14]=2)=[CH:4][C:3]=1[C:18]([F:19])([F:20])[F:21], predict the reactants needed to synthesize it. The reactants are: [Cl:1][C:2]1[CH:7]=[CH:6][C:5]([O:8][C:9]2[CH:14]=[CH:13][C:12]([CH2:15][CH2:16][NH2:17])=[CH:11][CH:10]=2)=[CH:4][C:3]=1[C:18]([F:21])([F:20])[F:19].[Cl:1][C:2]1[CH:7]=[CH:6][C:5]([O:8][C:9]2[CH:10]=[CH:11][C:12]([CH2:15][CH2:16][NH2:17])=[CH:13][CH:14]=2)=[CH:4][C:3]=1[C:18]([F:19])([F:20])[F:21].[N+](N[C:47]1[NH:48][CH:49]=[C:50]([CH2:54][C:55]2[CH:56]=[N:57][CH:58]=[N:59][CH:60]=2)[C:51](=[O:53])[N:52]=1)([O-])=O.